This data is from HIV replication inhibition screening data with 41,000+ compounds from the AIDS Antiviral Screen. The task is: Binary Classification. Given a drug SMILES string, predict its activity (active/inactive) in a high-throughput screening assay against a specified biological target. (1) The molecule is CCCCCC=C(c1cc(Cl)c(OC)c(-c2nc(C)no2)c1)c1cc(Cl)c(OC)c(-c2nc(C)no2)c1. The result is 0 (inactive). (2) The molecule is C=CC1(O[Si](C)(C)C)CC2(C(=O)OCC)C(O)C(=O)N3CCc4cc(OC)c(OC)cc4C312. The result is 0 (inactive). (3) The compound is Cn1c(=O)n(C2(C)C[Se]C2)c2ccccc21. The result is 0 (inactive). (4) The compound is CCOC(=O)c1c(C(F)(F)F)oc2c1ccc1nc3nonc3nc12. The result is 0 (inactive). (5) The compound is CC=CC(O)(C(=O)OC1C2CCN(CC2)C1C)C1CCCC1. The result is 0 (inactive). (6) The drug is O=C(C(=CC(=O)c1cccs1)c1ccsc1)c1ccc(Br)cc1. The result is 0 (inactive).